Task: Predict the reactants needed to synthesize the given product.. Dataset: Full USPTO retrosynthesis dataset with 1.9M reactions from patents (1976-2016) (1) The reactants are: [N:1]1[CH:6]=[CH:5][C:4]([C:7]2[S:8][CH:9]=[C:10]([NH:12][C:13](=[O:33])[NH:14][C:15]3[N:20]=[C:19]([CH2:21][N:22]4[CH2:27][CH2:26][CH:25]([C:28]([O:30]CC)=[O:29])[CH2:24][CH2:23]4)[CH:18]=[CH:17][CH:16]=3)[N:11]=2)=[CH:3][CH:2]=1. Given the product [N:1]1[CH:2]=[CH:3][C:4]([C:7]2[S:8][CH:9]=[C:10]([NH:12][C:13](=[O:33])[NH:14][C:15]3[N:20]=[C:19]([CH2:21][N:22]4[CH2:23][CH2:24][CH:25]([C:28]([OH:30])=[O:29])[CH2:26][CH2:27]4)[CH:18]=[CH:17][CH:16]=3)[N:11]=2)=[CH:5][CH:6]=1, predict the reactants needed to synthesize it. (2) Given the product [C:1]([O:8][C:10]([CH3:12])([CH3:11])[CH3:9])(=[O:7])[CH2:2][CH2:3][CH2:4][C:5]#[CH:6], predict the reactants needed to synthesize it. The reactants are: [C:1]([OH:8])(=[O:7])[CH2:2][CH2:3][CH2:4][C:5]#[CH:6].[CH3:9][C:10](O)([CH3:12])[CH3:11].C1(N=C=NC2CCCCC2)CCCCC1. (3) The reactants are: C[O:2][C:3](=[O:28])[CH2:4][C:5]1[CH:10]=[CH:9][C:8]([O:11][CH2:12][CH2:13][CH2:14][CH:15]2[CH2:20][CH2:19][N:18]([C:21]3[N:26]=[CH:25][C:24]([Cl:27])=[CH:23][N:22]=3)[CH2:17][CH2:16]2)=[CH:7][CH:6]=1.O[Li].O.C1COCC1. Given the product [Cl:27][C:24]1[CH:23]=[N:22][C:21]([N:18]2[CH2:17][CH2:16][CH:15]([CH2:14][CH2:13][CH2:12][O:11][C:8]3[CH:7]=[CH:6][C:5]([CH2:4][C:3]([OH:28])=[O:2])=[CH:10][CH:9]=3)[CH2:20][CH2:19]2)=[N:26][CH:25]=1, predict the reactants needed to synthesize it. (4) Given the product [CH2:11]([O:10][C:7]1[CH:8]=[CH:9][C:4]([CH2:3][OH:2])=[CH:5][C:6]=1[Cl:18])[C:12]1[CH:17]=[CH:16][CH:15]=[CH:14][CH:13]=1, predict the reactants needed to synthesize it. The reactants are: C[O:2][C:3](=O)[C:4]1[CH:9]=[CH:8][C:7]([O:10][CH2:11][C:12]2[CH:17]=[CH:16][CH:15]=[CH:14][CH:13]=2)=[C:6]([Cl:18])[CH:5]=1.[H-].[Al+3].[Li+].[H-].[H-].[H-]. (5) The reactants are: [CH2:1]([N:5]1[C:13]([N:14]2[CH2:19][CH2:18][NH:17][CH2:16][CH2:15]2)=[N:12][C:11]2[C:6]1=[N:7][C:8]([C:27]1[CH:28]=[N:29][C:30]([NH2:33])=[N:31][CH:32]=1)=[N:9][C:10]=2[N:20]1[CH2:25][CH2:24][O:23][CH2:22][C@@H:21]1[CH3:26])[CH:2]([CH3:4])[CH3:3].[OH:34][C@@H:35]([CH3:39])[C:36](O)=[O:37].ON1C2C=CC=CC=2N=N1.Cl.C(N=C=NCCCN(C)C)C.C(N(CC)CC)C.C(=O)([O-])O.[Na+]. Given the product [NH2:33][C:30]1[N:31]=[CH:32][C:27]([C:8]2[N:7]=[C:6]3[C:11]([N:12]=[C:13]([N:14]4[CH2:19][CH2:18][N:17]([C:36](=[O:37])[C@@H:35]([OH:34])[CH3:39])[CH2:16][CH2:15]4)[N:5]3[CH2:1][CH:2]([CH3:4])[CH3:3])=[C:10]([N:20]3[CH2:25][CH2:24][O:23][CH2:22][C@@H:21]3[CH3:26])[N:9]=2)=[CH:28][N:29]=1, predict the reactants needed to synthesize it.